This data is from Reaction yield outcomes from USPTO patents with 853,638 reactions. The task is: Predict the reaction yield, written as a fraction of the theoretical maximum amount of product (1.0 means a 100% yield; for example, 0.34 means a 34% yield). The reactants are [CH2:1]([C:3]1([C:21]2[CH:26]=[CH:25][C:24]([F:27])=[CH:23][CH:22]=2)[C:12]2[C:7](=[CH:8][CH:9]=[C:10]([F:14])[C:11]=2[F:13])[NH:6][C:5](=[O:15])[N:4]1[CH2:16][C:17]([F:20])([F:19])[F:18])[CH3:2].[H-].[Na+].[N:30]1[CH:35]=[CH:34][CH:33]=[CH:32][C:31]=1CCl.[CH3:38]N(C=O)C. No catalyst specified. The product is [CH2:1]([C:3]1([C:21]2[CH:22]=[CH:23][C:24]([F:27])=[CH:25][CH:26]=2)[C:12]2[C:7](=[CH:8][CH:9]=[C:10]([F:14])[C:11]=2[F:13])[N:6]([CH2:38][C:33]2[CH:32]=[CH:31][N:30]=[CH:35][CH:34]=2)[C:5](=[O:15])[N:4]1[CH2:16][C:17]([F:18])([F:19])[F:20])[CH3:2]. The yield is 0.650.